This data is from Full USPTO retrosynthesis dataset with 1.9M reactions from patents (1976-2016). The task is: Predict the reactants needed to synthesize the given product. Given the product [CH3:1][C:2]1([CH3:18])[O:6][CH:5]([CH2:7][C:8]2[CH:9]=[C:10]([CH:13]=[CH:14][C:15]=2[O:16][CH3:17])[CH2:11][N:22]2[CH2:23][CH2:24][NH:19][C:20](=[O:25])[CH2:21]2)[CH2:4][O:3]1, predict the reactants needed to synthesize it. The reactants are: [CH3:1][C:2]1([CH3:18])[O:6][CH:5]([CH2:7][C:8]2[CH:9]=[C:10]([CH:13]=[CH:14][C:15]=2[O:16][CH3:17])[CH:11]=O)[CH2:4][O:3]1.[NH:19]1[CH2:24][CH2:23][NH:22][CH2:21][C:20]1=[O:25].C(O[BH-](OC(=O)C)OC(=O)C)(=O)C.[Na+].[OH-].[Na+].